From a dataset of Catalyst prediction with 721,799 reactions and 888 catalyst types from USPTO. Predict which catalyst facilitates the given reaction. (1) Reactant: Cl.[Cl:2][C:3]1[CH:8]=[CH:7][C:6]([CH:9]([CH2:13][C:14]2[CH:19]=[CH:18][C:17]([Cl:20])=[CH:16][CH:15]=2)[CH:10]([NH2:12])[CH3:11])=[CH:5][CH:4]=1.[Cl:21][C:22]1[CH:27]=[CH:26][C:25]([NH:28][C:29]([CH3:34])([CH3:33])[C:30](O)=[O:31])=[CH:24][CH:23]=1.CN1CCOCC1.F[P-](F)(F)(F)(F)F.[PH4+]. Product: [Cl:2][C:3]1[CH:8]=[CH:7][C:6]([CH:9]([CH2:13][C:14]2[CH:15]=[CH:16][C:17]([Cl:20])=[CH:18][CH:19]=2)[CH:10]([NH:12][C:30](=[O:31])[C:29]([NH:28][C:25]2[CH:26]=[CH:27][C:22]([Cl:21])=[CH:23][CH:24]=2)([CH3:34])[CH3:33])[CH3:11])=[CH:5][CH:4]=1. The catalyst class is: 2. (2) Reactant: [NH2:1][C:2]1[CH:7]=[CH:6][C:5]([Br:8])=[CH:4][C:3]=1[NH:9][C:10](=O)[CH2:11][C:12]1[CH:17]=[CH:16][CH:15]=[CH:14][CH:13]=1. Product: [CH2:11]([C:10]1[NH:1][C:2]2[CH:7]=[CH:6][C:5]([Br:8])=[CH:4][C:3]=2[N:9]=1)[C:12]1[CH:17]=[CH:16][CH:15]=[CH:14][CH:13]=1. The catalyst class is: 209. (3) Reactant: [CH3:1][O:2][C:3](=[O:13])[C:4]1[CH:9]=[C:8]([NH2:10])[CH:7]=[CH:6][C:5]=1[O:11][CH3:12].C1C=C(O[C:21](OC2N=CC=CC=2)=[S:22])N=CC=1. Product: [CH3:1][O:2][C:3](=[O:13])[C:4]1[CH:9]=[C:8]([N:10]=[C:21]=[S:22])[CH:7]=[CH:6][C:5]=1[O:11][CH3:12]. The catalyst class is: 4. (4) Reactant: [C:1]1([CH:7]2[CH2:12][CH2:11][NH:10][CH2:9][CH2:8]2)[CH:6]=[CH:5][CH:4]=[CH:3][CH:2]=1.[S:13](N)([NH2:16])(=[O:15])=[O:14]. Product: [NH2:16][S:13]([N:10]1[CH2:9][CH2:8][CH:7]([C:1]2[CH:6]=[CH:5][CH:4]=[CH:3][CH:2]=2)[CH2:12][CH2:11]1)(=[O:15])=[O:14]. The catalyst class is: 12.